From a dataset of Peptide-MHC class I binding affinity with 185,985 pairs from IEDB/IMGT. Regression. Given a peptide amino acid sequence and an MHC pseudo amino acid sequence, predict their binding affinity value. This is MHC class I binding data. (1) The peptide sequence is SVVVHTKMTK. The MHC is HLA-A31:01 with pseudo-sequence HLA-A31:01. The binding affinity (normalized) is 0.164. (2) The peptide sequence is VQKVNPAPK. The MHC is HLA-B08:02 with pseudo-sequence HLA-B08:02. The binding affinity (normalized) is 0.0847.